This data is from Full USPTO retrosynthesis dataset with 1.9M reactions from patents (1976-2016). The task is: Predict the reactants needed to synthesize the given product. (1) Given the product [C:10]([O:14][C:15]([NH:16][C:17]1[N:18]=[CH:19][C:20]([CH2:23][O:5][S:2]([CH3:1])(=[O:4])=[O:3])=[CH:21][CH:22]=1)=[O:25])([CH3:13])([CH3:12])[CH3:11], predict the reactants needed to synthesize it. The reactants are: [CH3:1][S:2]([O:5]S(C)(=O)=O)(=[O:4])=[O:3].[C:10]([O:14][C:15](=[O:25])[NH:16][C:17]1[CH:22]=[CH:21][C:20]([CH2:23]O)=[CH:19][N:18]=1)([CH3:13])([CH3:12])[CH3:11].C(N(CC)CC)C. (2) Given the product [Cl:1][CH2:2][CH2:3][O:4][CH2:5][CH2:6][Si:9]([O:12][CH3:13])([O:10][CH3:11])[O:8][CH3:7], predict the reactants needed to synthesize it. The reactants are: [Cl:1][CH2:2][CH2:3][O:4][CH:5]=[CH2:6].[CH3:7][O:8][SiH:9]([O:12][CH3:13])[O:10][CH3:11]. (3) Given the product [OH:8][C:9]1[C:14]([C:15]([C:23]2[CH:28]=[CH:27][CH:26]=[CH:25][CH:24]=2)([C:17]2[CH:18]=[CH:19][CH:20]=[CH:21][CH:22]=2)[CH3:16])=[CH:13][C:12]([C:29]([CH3:30])([CH3:31])[CH3:32])=[CH:11][C:10]=1[N:33]1[N:37]=[C:36]2[CH:39]=[CH:40][CH:41]=[CH:42][C:35]2=[N:34]1, predict the reactants needed to synthesize it. The reactants are: [OH-].[Na+].CC(O)CC.[OH:8][C:9]1[C:14]([C:15]([C:23]2[CH:28]=[CH:27][CH:26]=[CH:25][CH:24]=2)([C:17]2[CH:22]=[CH:21][CH:20]=[CH:19][CH:18]=2)[CH3:16])=[CH:13][C:12]([C:29]([CH3:32])([CH3:31])[CH3:30])=[CH:11][C:10]=1[N:33]1[N+:37]([O-])=[C:36]2[CH:39]=[CH:40][CH:41]=[CH:42][C:35]2=[N:34]1.